Dataset: Full USPTO retrosynthesis dataset with 1.9M reactions from patents (1976-2016). Task: Predict the reactants needed to synthesize the given product. (1) Given the product [Cl:1][C:2]1[CH:3]=[CH:4][C:5]([C:8]2[S:38][C:11]3[C:12](=[O:37])[N:13]([CH2:16][C:17]4[CH:18]=[CH:19][CH:20]=[C:21]([O:23][CH2:24][C@H:25]5[CH2:29][CH2:28][CH2:27][NH:26]5)[N:22]=4)[N:14]=[CH:15][C:10]=3[CH:9]=2)=[CH:6][CH:7]=1, predict the reactants needed to synthesize it. The reactants are: [Cl:1][C:2]1[CH:7]=[CH:6][C:5]([C:8]2[S:38][C:11]3[C:12](=[O:37])[N:13]([CH2:16][C:17]4[N:22]=[C:21]([O:23][CH2:24][C@H:25]5[CH2:29][CH2:28][CH2:27][N:26]5C(OC(C)(C)C)=O)[CH:20]=[CH:19][CH:18]=4)[N:14]=[CH:15][C:10]=3[CH:9]=2)=[CH:4][CH:3]=1. (2) The reactants are: C(=O)([O-])[O:2][C:3]1[CH:8]=[C:7]([N+:9]([O-:11])=[O:10])[C:6]([Br:12])=[C:5](C)[C:4]=1[C:14]([CH3:17])([CH3:16])[CH3:15].[OH-].[K+].Cl. Given the product [C:14]([C:4]1[CH:5]=[C:6]([Br:12])[C:7]([N+:9]([O-:11])=[O:10])=[CH:8][C:3]=1[OH:2])([CH3:17])([CH3:15])[CH3:16], predict the reactants needed to synthesize it. (3) Given the product [F:37][C:13]1[CH:14]=[C:15]([O:16][C:17]2[CH:22]=[CH:21][N:20]=[C:19]([NH:23][C:24]([N:25]([CH3:33])[CH:26]3[CH2:27][CH2:28][N:29]([CH3:32])[CH2:30][CH2:31]3)=[O:34])[CH:18]=2)[CH:35]=[CH:36][C:12]=1[NH:11][C:9](=[O:8])[CH2:10][C:3]([NH:2][C:1]1[CH:15]=[CH:14][C:13]([F:37])=[CH:12][CH:36]=1)=[O:4], predict the reactants needed to synthesize it. The reactants are: [CH3:1][N:2](C)[CH:3]=[O:4].C([O:8][CH2:9][CH3:10])C.[NH2:11][C:12]1[CH:36]=[CH:35][C:15]([O:16][C:17]2[CH:22]=[CH:21][N:20]=[C:19]([NH:23][C:24](=[O:34])[N:25]([CH3:33])[CH:26]3[CH2:31][CH2:30][N:29]([CH3:32])[CH2:28][CH2:27]3)[CH:18]=2)=[CH:14][C:13]=1[F:37]. (4) Given the product [F:24][C:23]([F:25])=[CH:22][C:19]1[CH:20]=[CH:21][C:16]([CH2:15][C:10]2[CH:11]=[CH:12][CH:13]=[CH:14][C:9]=2[OH:8])=[CH:17][CH:18]=1, predict the reactants needed to synthesize it. The reactants are: C([O:8][C:9]1[CH:14]=[CH:13][CH:12]=[CH:11][C:10]=1[CH2:15][C:16]1[CH:21]=[CH:20][C:19]([CH:22]=[C:23]([F:25])[F:24])=[CH:18][CH:17]=1)C1C=CC=CC=1.B(Br)(Br)Br.C(Cl)Cl.CSC.B(F)(F)F.C(Cl)Cl.CSC.[OH-].[Na+].C(=O)([O-])O.[Na+].